Task: Regression. Given a peptide amino acid sequence and an MHC pseudo amino acid sequence, predict their binding affinity value. This is MHC class I binding data.. Dataset: Peptide-MHC class I binding affinity with 185,985 pairs from IEDB/IMGT (1) The peptide sequence is LLGICLTSTV. The MHC is HLA-A02:01 with pseudo-sequence HLA-A02:01. The binding affinity (normalized) is 0.573. (2) The peptide sequence is VQQESSFVM. The MHC is HLA-B08:01 with pseudo-sequence HLA-B08:01. The binding affinity (normalized) is 0.0847. (3) The peptide sequence is GELDRWEKI. The MHC is HLA-B40:02 with pseudo-sequence HLA-B40:02. The binding affinity (normalized) is 0.524. (4) The binding affinity (normalized) is 0.561. The MHC is HLA-A30:01 with pseudo-sequence HLA-A30:01. The peptide sequence is GTIATITPQA. (5) The peptide sequence is TAFQHQNSKK. The MHC is HLA-A31:01 with pseudo-sequence HLA-A31:01. The binding affinity (normalized) is 0. (6) The peptide sequence is LSPRTLNAW. The MHC is HLA-B27:05 with pseudo-sequence HLA-B27:05. The binding affinity (normalized) is 0. (7) The peptide sequence is MRHVLEPFRKA. The MHC is Mamu-B08 with pseudo-sequence Mamu-B08. The binding affinity (normalized) is 0.165. (8) The peptide sequence is PRGAPERQR. The MHC is HLA-B15:03 with pseudo-sequence HLA-B15:03. The binding affinity (normalized) is 0. (9) The peptide sequence is IDNNTFVRL. The MHC is HLA-A02:01 with pseudo-sequence HLA-A02:01. The binding affinity (normalized) is 0.